This data is from Forward reaction prediction with 1.9M reactions from USPTO patents (1976-2016). The task is: Predict the product of the given reaction. (1) Given the reactants [CH2:1]([O:3][C:4]1[C:5]([NH2:10])=[N:6][CH:7]=[CH:8][CH:9]=1)[CH3:2].C(OC(=O)[NH:17][C:18]1[S:19][CH2:20][CH2:21][C@@:22]2([N:40]=1)[C:35]1[CH:34]=[C:33]([O:36][CH3:37])[CH:32]=[C:31]([F:38])[C:30]=1[O:29][C:28]1[C:23]2=[CH:24][C:25](Br)=[CH:26][CH:27]=1)(C)(C)C.CC(C)([O-])C.[Na+].C(O)(C(F)(F)F)=O, predict the reaction product. The product is: [CH2:1]([O:3][C:4]1[C:5]([NH:10][C:25]2[CH:24]=[C:23]3[C:28]([O:29][C:30]4[C:31]([F:38])=[CH:32][C:33]([O:36][CH3:37])=[CH:34][C:35]=4[C@@:22]43[CH2:21][CH2:20][S:19][C:18]([NH2:17])=[N:40]4)=[CH:27][CH:26]=2)=[N:6][CH:7]=[CH:8][CH:9]=1)[CH3:2]. (2) The product is: [CH2:20]([O:19][C:17](=[O:18])[CH2:16][O:1][C:2]1[CH:9]=[CH:8][C:5]([CH:6]=[O:7])=[CH:4][C:3]=1[N+:10]([O-:12])=[O:11])[CH3:21]. Given the reactants [OH:1][C:2]1[CH:9]=[CH:8][C:5]([CH:6]=[O:7])=[CH:4][C:3]=1[N+:10]([O-:12])=[O:11].[H-].[Na+].Br[CH2:16][C:17]([O:19][CH2:20][CH3:21])=[O:18], predict the reaction product. (3) Given the reactants [O:1]=[C:2]1[CH2:9][CH:8]2[CH:4]([CH2:5][CH:6]([C:10]([O:12][CH2:13][CH3:14])=[O:11])[CH2:7]2)[CH2:3]1.FC(F)(F)S(O[Si](C)(C)C)(=O)=O.C[Si](C)([O:30][CH2:31][CH2:32]O[Si](C)(C)C)C, predict the reaction product. The product is: [CH2:3]1[CH:4]2[CH:8]([CH2:7][CH:6]([C:10]([O:12][CH2:13][CH3:14])=[O:11])[CH2:5]2)[CH2:9][C:2]21[O:30][CH2:31][CH2:32][O:1]2. (4) Given the reactants FC(F)(F)C(O)=O.[NH:8]1[CH2:11][CH:10]([C:12]2[CH:20]=[CH:19][CH:18]=[C:17]3[C:13]=2[CH:14]=[N:15][NH:16]3)[CH2:9]1.N1CCC1.[C:25]1([CH2:31][CH2:32][CH:33]=O)[CH:30]=[CH:29][CH:28]=[CH:27][CH:26]=1.C(O[BH-](OC(=O)C)OC(=O)C)(=O)C.[Na+], predict the reaction product. The product is: [C:25]1([CH2:31][CH2:32][CH2:33][N:8]2[CH2:9][CH:10]([C:12]3[CH:20]=[CH:19][CH:18]=[C:17]4[C:13]=3[CH:14]=[N:15][NH:16]4)[CH2:11]2)[CH:30]=[CH:29][CH:28]=[CH:27][CH:26]=1. (5) The product is: [Br:1][C:2]1[CH:3]=[C:4]([F:11])[C:5]([O:10][CH2:16][CH2:15][CH:14]=[CH2:13])=[C:6]([CH:9]=1)[CH:7]=[O:8]. Given the reactants [Br:1][C:2]1[CH:3]=[C:4]([F:11])[C:5]([OH:10])=[C:6]([CH:9]=1)[CH:7]=[O:8].Br[CH2:13][CH2:14][CH:15]=[CH2:16].C(=O)([O-])[O-].[K+].[K+], predict the reaction product. (6) Given the reactants [C:1]([O:5][C:6](=[O:16])[C:7]1[CH:12]=[CH:11][C:10]([N+:13]([O-])=O)=[CH:9][N:8]=1)([CH3:4])([CH3:3])[CH3:2], predict the reaction product. The product is: [NH2:13][C:10]1[CH:11]=[CH:12][C:7]([C:6]([O:5][C:1]([CH3:4])([CH3:3])[CH3:2])=[O:16])=[N:8][CH:9]=1. (7) Given the reactants [F:1][C:2]([F:33])([F:32])[C:3]1[CH:4]=[CH:5][C:6]([O:24]CC2C=CC=CC=2)=[C:7]([C:9]2[N:10]([C:15]3[N:20]=[C:19]([C:21]([OH:23])=[O:22])[CH:18]=[CH:17][CH:16]=3)[C:11]([CH3:14])=[CH:12][CH:13]=2)[CH:8]=1.C([O-])=O.[NH4+], predict the reaction product. The product is: [F:33][C:2]([F:1])([F:32])[C:3]1[CH:4]=[CH:5][C:6]([OH:24])=[C:7]([C:9]2[N:10]([C:15]3[N:20]=[C:19]([C:21]([OH:23])=[O:22])[CH:18]=[CH:17][CH:16]=3)[C:11]([CH3:14])=[CH:12][CH:13]=2)[CH:8]=1. (8) Given the reactants [CH3:1][N:2]([CH3:22])[S:3]([N:6]1[C:10]2[CH:11]=[C:12]([Cl:20])[C:13]([O:15][C:16]([F:19])([F:18])[F:17])=[CH:14][C:9]=2[N:8]=[C:7]1Cl)(=[O:5])=[O:4].[CH2:23]([O:25][C:26]([C:28]1[CH:29]=[N:30][NH:31][CH:32]=1)=[O:27])[CH3:24].C([O-])([O-])=O.[K+].[K+], predict the reaction product. The product is: [CH2:23]([O:25][C:26]([C:28]1[CH:29]=[N:30][N:31]([C:7]2[N:6]([S:3](=[O:5])(=[O:4])[N:2]([CH3:22])[CH3:1])[C:10]3[CH:11]=[C:12]([Cl:20])[C:13]([O:15][C:16]([F:19])([F:18])[F:17])=[CH:14][C:9]=3[N:8]=2)[CH:32]=1)=[O:27])[CH3:24].